From a dataset of Forward reaction prediction with 1.9M reactions from USPTO patents (1976-2016). Predict the product of the given reaction. (1) Given the reactants [CH3:1][O:2][C:3](=[O:18])[C@@H:4]([O:15][CH2:16][CH3:17])[CH2:5][C:6]1[CH:11]=[CH:10][C:9]([OH:12])=[CH:8][C:7]=1[CH2:13][CH3:14].Cl[CH2:20][C:21]1[S:25][C:24]([C:26]2[CH:31]=[CH:30][C:29]([C:32]([F:35])([F:34])[F:33])=[CH:28][CH:27]=2)=[N:23][C:22]=1[CH3:36].C(=O)([O-])[O-].[Cs+].[Cs+].[I-].[K+], predict the reaction product. The product is: [CH3:1][O:2][C:3](=[O:18])[C@@H:4]([O:15][CH2:16][CH3:17])[CH2:5][C:6]1[CH:11]=[CH:10][C:9]([O:12][CH2:20][C:21]2[S:25][C:24]([C:26]3[CH:27]=[CH:28][C:29]([C:32]([F:35])([F:33])[F:34])=[CH:30][CH:31]=3)=[N:23][C:22]=2[CH3:36])=[CH:8][C:7]=1[CH2:13][CH3:14]. (2) Given the reactants F[C:2]1[CH:18]=[CH:17][C:5]([C:6]([C:8]2[CH:13]=[CH:12][C:11]([N+:14]([O-:16])=[O:15])=[CH:10][CH:9]=2)=[O:7])=[CH:4][CH:3]=1.[NH:19]1[CH2:24][CH2:23][O:22][CH2:21][CH2:20]1.C(=O)([O-])[O-].[K+].[K+], predict the reaction product. The product is: [O:22]1[CH2:23][CH2:24][N:19]([C:2]2[CH:18]=[CH:17][C:5]([C:6]([C:8]3[CH:13]=[CH:12][C:11]([N+:14]([O-:16])=[O:15])=[CH:10][CH:9]=3)=[O:7])=[CH:4][CH:3]=2)[CH2:20][CH2:21]1. (3) Given the reactants [CH3:1][O:2][C:3]1[CH:4]=[CH:5][C:6]2[NH:12][C:11](=[O:13])[N:10]([CH:14]3[CH2:19][CH2:18][NH:17][CH2:16][CH2:15]3)[CH2:9][CH2:8][C:7]=2[CH:20]=1.Cl[C:22]1[N:27]=[CH:26][N:25]=[C:24]([C:28]([C:30]2[CH:31]=[C:32]3[C:36](=[C:37]([CH3:39])[CH:38]=2)[N:35]([CH2:40][O:41][CH2:42][CH2:43][Si:44]([CH3:47])([CH3:46])[CH3:45])[N:34]=[CH:33]3)=[O:29])[CH:23]=1, predict the reaction product. The product is: [CH3:1][O:2][C:3]1[CH:4]=[CH:5][C:6]2[NH:12][C:11](=[O:13])[N:10]([CH:14]3[CH2:19][CH2:18][N:17]([C:22]4[CH:23]=[C:24]([C:28]([C:30]5[CH:31]=[C:32]6[C:36](=[C:37]([CH3:39])[CH:38]=5)[N:35]([CH2:40][O:41][CH2:42][CH2:43][Si:44]([CH3:45])([CH3:47])[CH3:46])[N:34]=[CH:33]6)=[O:29])[N:25]=[CH:26][N:27]=4)[CH2:16][CH2:15]3)[CH2:9][CH2:8][C:7]=2[CH:20]=1. (4) Given the reactants [Cl:1][C:2]1[C:7]([NH2:8])=[C:6]([NH:9][CH2:10][CH:11]([CH3:13])[CH3:12])[CH:5]=[C:4]([CH3:14])[N:3]=1.C(N(CC)CC)C.[CH2:22]([O:24][CH2:25][C:26](Cl)=[O:27])[CH3:23], predict the reaction product. The product is: [Cl:1][C:2]1[C:7]([NH:8][C:26](=[O:27])[CH2:25][O:24][CH2:22][CH3:23])=[C:6]([NH:9][CH2:10][CH:11]([CH3:12])[CH3:13])[CH:5]=[C:4]([CH3:14])[N:3]=1. (5) Given the reactants [C:1](=[O:4])([O-])[O-:2].[K+].[K+].[CH3:7][NH:8][C:9]([C:11]1[C:15]2[CH:16]=[C:17]([O:26][CH2:27][CH3:28])[C:18]([N:20]([S:22]([CH3:25])(=[O:24])=[O:23])[CH3:21])=[CH:19][C:14]=2[O:13][C:12]=1[C:29]1[CH:34]=[CH:33][C:32]([F:35])=[CH:31][CH:30]=1)=[O:10], predict the reaction product. The product is: [F:35][C:32]1[CH:33]=[CH:34][C:29]([C:12]2[O:13][C:14]3[CH:19]=[C:18]([N:20]([S:22]([CH3:25])(=[O:24])=[O:23])[CH3:21])[C:17]([O:26][CH2:27][C:28]4[CH:14]=[CH:15][C:11]([C:1]([OH:2])=[O:4])=[C:12]([OH:13])[CH:29]=4)=[CH:16][C:15]=3[C:11]=2[C:9](=[O:10])[NH:8][CH3:7])=[CH:30][CH:31]=1. (6) Given the reactants [C:1]([C:3]1[C:8]([O:9][C:10]2[CH:15]=[CH:14][C:13]([OH:16])=[CH:12][CH:11]=2)=[CH:7][C:6]([C:17]([F:20])([F:19])[F:18])=[CH:5][N:4]=1)#[N:2].[CH3:21][N:22]([C:26]1[CH:31]=[CH:30][CH:29]=[CH:28][CH:27]=1)[C:23](Cl)=[O:24], predict the reaction product. The product is: [C:1]([C:3]1[C:8]([O:9][C:10]2[CH:11]=[CH:12][C:13]([O:16][C:23](=[O:24])[N:22]([CH3:21])[C:26]3[CH:31]=[CH:30][CH:29]=[CH:28][CH:27]=3)=[CH:14][CH:15]=2)=[CH:7][C:6]([C:17]([F:20])([F:18])[F:19])=[CH:5][N:4]=1)#[N:2]. (7) Given the reactants [Cl:1]C(OC([N:7]1[CH2:12][CH:11]=[C:10]([C:13]2[CH:18]=[C:17]([Cl:19])[CH:16]=[CH:15][C:14]=2[NH:20][C:21]([C:23]2[CH:28]=[CH:27][N:26]=[C:25]([Cl:29])[CH:24]=2)=[O:22])[CH2:9][CH2:8]1)=O)C, predict the reaction product. The product is: [ClH:1].[Cl:29][C:25]1[CH:24]=[C:23]([CH:28]=[CH:27][N:26]=1)[C:21]([NH:20][C:14]1[CH:15]=[CH:16][C:17]([Cl:19])=[CH:18][C:13]=1[C:10]1[CH2:11][CH2:12][NH:7][CH2:8][CH:9]=1)=[O:22].